From a dataset of Catalyst prediction with 721,799 reactions and 888 catalyst types from USPTO. Predict which catalyst facilitates the given reaction. (1) The catalyst class is: 1. Product: [C:1]([C:5]1[CH:9]=[C:8]([NH:10][C:11]([NH:13][C:14]2[C:23]3[C:18](=[CH:19][CH:20]=[CH:21][CH:22]=3)[CH:17]=[CH:16][CH:15]=2)=[O:12])[N:7]([C:24]2[CH:29]=[CH:28][C:27]([CH:30]([OH:31])[C:32]#[CH:33])=[CH:26][CH:25]=2)[N:6]=1)([CH3:4])([CH3:2])[CH3:3]. Reactant: [C:1]([C:5]1[CH:9]=[C:8]([NH:10][C:11]([NH:13][C:14]2[C:23]3[C:18](=[CH:19][CH:20]=[CH:21][CH:22]=3)[CH:17]=[CH:16][CH:15]=2)=[O:12])[N:7]([C:24]2[CH:29]=[CH:28][C:27]([CH:30]=[O:31])=[CH:26][CH:25]=2)[N:6]=1)([CH3:4])([CH3:3])[CH3:2].[C:32]([Mg]Br)#[CH:33]. (2) Reactant: [F:1][C:2]1[CH:16]=[CH:15][C:5]([O:6][C:7]2[CH:14]=[CH:13][C:10]([CH:11]=O)=[CH:9][CH:8]=2)=[CH:4][CH:3]=1.[S:17]1[CH2:21][C:20](=[O:22])[NH:19][C:18]1=[O:23].N1CCCCC1.C(O)(=O)C1C=CC=CC=1. Product: [F:1][C:2]1[CH:16]=[CH:15][C:5]([O:6][C:7]2[CH:14]=[CH:13][C:10](/[CH:11]=[C:21]3/[C:20](=[O:22])[NH:19][C:18](=[O:23])[S:17]/3)=[CH:9][CH:8]=2)=[CH:4][CH:3]=1. The catalyst class is: 93. (3) Reactant: [Br:1][C:2]1[CH:7]=[CH:6][C:5]([SH:8])=[CH:4][CH:3]=1.Cl[CH2:10][CH2:11][N:12]1[CH2:17][CH2:16][O:15][CH2:14][CH2:13]1.C(=O)([O-])[O-].[Cs+].[Cs+]. Product: [Br:1][C:2]1[CH:7]=[CH:6][C:5]([S:8][CH2:10][CH2:11][N:12]2[CH2:17][CH2:16][O:15][CH2:14][CH2:13]2)=[CH:4][CH:3]=1. The catalyst class is: 10.